Dataset: CYP1A2 inhibition data for predicting drug metabolism from PubChem BioAssay. Task: Regression/Classification. Given a drug SMILES string, predict its absorption, distribution, metabolism, or excretion properties. Task type varies by dataset: regression for continuous measurements (e.g., permeability, clearance, half-life) or binary classification for categorical outcomes (e.g., BBB penetration, CYP inhibition). Dataset: cyp1a2_veith. (1) The drug is COc1ccc2c(c1OC)C(=O)N(C(C)C(=O)O)C2=O. The result is 0 (non-inhibitor). (2) The drug is Cc1cc(Cl)ccc1NC(=O)CN1CCC(C(O)(c2ccccc2)c2ccccc2)CC1. The result is 0 (non-inhibitor). (3) The molecule is N=C(N)SCc1ccc(Cl)cc1Cl.O=[N+]([O-])c1c(O)c(Cl)cc(Cl)c1Cl. The result is 1 (inhibitor). (4) The drug is CCn1ccnc1C[C@@H]1COc2ccccc2O1. The result is 1 (inhibitor). (5) The molecule is CN1CCN(S(=O)(=O)c2ccc3[nH]cc(C(=O)O)c(=O)c3c2)CC1. The result is 0 (non-inhibitor). (6) The molecule is O=C(O)c1cc(N=Nc2ccc([As](=O)(O)O)cc2)ccc1O. The result is 0 (non-inhibitor). (7) The molecule is O=C1c2ccccc2NC(c2ccc(F)cc2)N1Cc1ccco1. The result is 1 (inhibitor).